Task: Predict the reactants needed to synthesize the given product.. Dataset: Full USPTO retrosynthesis dataset with 1.9M reactions from patents (1976-2016) (1) Given the product [O:15]1[CH2:19][CH2:18][CH:17]([CH2:20][NH:21][C:7]([C:6]2[N:2]([CH3:1])[N:3]=[C:4]([CH2:10][CH2:11][CH2:12][CH3:13])[CH:5]=2)=[O:9])[CH2:16]1, predict the reactants needed to synthesize it. The reactants are: [CH3:1][N:2]1[C:6]([C:7]([OH:9])=O)=[CH:5][C:4]([CH2:10][CH2:11][CH2:12][CH3:13])=[N:3]1.Cl.[O:15]1[CH2:19][CH2:18][CH:17]([CH2:20][NH2:21])[CH2:16]1.C(N(CC)CC)C.ON1C2C=CC=CC=2N=N1.Cl.C(N=C=NCCCN(C)C)C. (2) Given the product [Cl:10][C:11]1[N:12]=[CH:13][C:14]2[CH2:20][N:19]([C:1]([C:2]3[CH:3]=[N:4][CH:5]=[CH:6][CH:7]=3)=[O:8])[CH2:18][CH2:17][C:15]=2[N:16]=1, predict the reactants needed to synthesize it. The reactants are: [C:1](Cl)(=[O:8])[C:2]1[CH:7]=[CH:6][CH:5]=[N:4][CH:3]=1.[Cl:10][C:11]1[N:12]=[CH:13][C:14]2[CH2:20][NH:19][CH2:18][CH2:17][C:15]=2[N:16]=1.C(N(CC)CC)C. (3) Given the product [C:20]([OH:39])(=[O:19])[CH3:25].[N:30]1([C:38]([O:39][C@H:40](/[CH:42]=[CH:43]\[C:44]([NH:46][C@@H:47]2[CH2:52][C@H:51]([CH3:53])[C@H:50]([CH2:54]/[CH:55]=[C:56](\[CH3:79])/[CH:57]=[CH:58]/[C@H:59]3[O:66][C@H:65]([CH2:67][C:68]([NH2:70])=[O:69])[CH2:64][C@:61]4([O:63][CH2:62]4)[CH2:60]3)[O:49][C@@H:48]2[CH3:80])=[O:45])[CH3:41])=[O:81])[CH2:35][CH2:34][NH:33][CH2:32][CH2:31]1, predict the reactants needed to synthesize it. The reactants are: C(N(CC)CC)C.[N+](C1C=CC(OC(=O)[O:19][C:20]2[CH:25]=CC([N+]([O-])=O)=CC=2)=CC=1)([O-])=O.[NH:30]1[CH2:35][CH2:34][NH:33][CH2:32][CH2:31]1.CN(CCSC)[C:38](=[O:81])[O:39][C@H:40](/[CH:42]=[CH:43]\[C:44]([NH:46][C@@H:47]1[CH2:52][C@H:51]([CH3:53])[C@H:50]([CH2:54]/[CH:55]=[C:56](\[CH3:79])/[CH:57]=[CH:58]/[C@H:59]2[O:66][C@H:65]([CH2:67][C:68]([NH2:70])=[O:69])[CH2:64][C@:61]3([O:63][CH2:62]3)[C@@H:60]2O[Si](C(C)(C)C)(C)C)[O:49][C@@H:48]1[CH3:80])=[O:45])[CH3:41]. (4) Given the product [CH3:41][S:42]([N:33]([C:25]1[S:24][C:16]2[N:17]([C:18]3[CH:19]=[CH:20][CH:21]=[CH:22][CH:23]=3)[C:12](=[O:11])[CH:13]=[CH:14][C:15]=2[C:26]=1[C:27]1[CH:28]=[CH:29][CH:30]=[CH:31][CH:32]=1)[C:34](=[O:40])[O:35][C:36]([CH3:37])([CH3:39])[CH3:38])(=[O:44])=[O:43], predict the reactants needed to synthesize it. The reactants are: C[Si]([N-][Si](C)(C)C)(C)C.[Na+].[O:11]=[C:12]1[N:17]([C:18]2[CH:23]=[CH:22][CH:21]=[CH:20][CH:19]=2)[C:16]2[S:24][C:25]([NH:33][C:34](=[O:40])[O:35][C:36]([CH3:39])([CH3:38])[CH3:37])=[C:26]([C:27]3[CH:32]=[CH:31][CH:30]=[CH:29][CH:28]=3)[C:15]=2[CH:14]=[CH:13]1.[CH3:41][S:42](Cl)(=[O:44])=[O:43].C([O-])(O)=O.[Na+]. (5) Given the product [CH3:24][N:2]([CH3:1])[CH2:3][CH2:4][O:5][C:6]1[CH:23]=[CH:22][C:9]2[N:10]([CH2:19][O:20][CH3:21])[C:11](=[O:18])[C:12]3[CH2:13][CH2:14][CH2:15][NH:16][C:17]=3[C:8]=2[CH:7]=1, predict the reactants needed to synthesize it. The reactants are: [CH3:1][N:2]([CH3:24])[CH2:3][CH2:4][O:5][C:6]1[CH:23]=[CH:22][C:9]2[N:10]([CH2:19][O:20][CH3:21])[C:11](=[O:18])[C:12]3[CH:13]=[CH:14][CH:15]=[N:16][C:17]=3[C:8]=2[CH:7]=1. (6) Given the product [C:17]([NH:21][C:6](=[O:8])[C:5]1[CH:4]=[CH:3][C:2]([Cl:1])=[CH:10][CH:9]=1)([CH3:20])([CH3:19])[CH3:18], predict the reactants needed to synthesize it. The reactants are: [Cl:1][C:2]1[CH:10]=[CH:9][C:5]([C:6]([OH:8])=O)=[CH:4][CH:3]=1.C(Cl)(=O)C(Cl)=O.[C:17]([NH2:21])([CH3:20])([CH3:19])[CH3:18].C([O-])(O)=O.[Na+]. (7) Given the product [OH:36][C@H:33]1[CH2:34][CH2:35][N:31]([C:8](/[N:9]=[C:10]2\[S:11][C:12]([CH3:29])=[CH:13][N:14]\2[C:15]2[CH:28]=[CH:27][C:18]3[O:19][C:20]([F:26])([F:25])[C:21]([F:23])([F:24])[O:22][C:17]=3[CH:16]=2)=[O:30])[CH2:32]1, predict the reactants needed to synthesize it. The reactants are: [I-].C[N+]1C=CN([C:8](=[O:30])/[N:9]=[C:10]2\[S:11][C:12]([CH3:29])=[CH:13][N:14]\2[C:15]2[CH:28]=[CH:27][C:18]3[O:19][C:20]([F:26])([F:25])[C:21]([F:24])([F:23])[O:22][C:17]=3[CH:16]=2)C=1.[NH:31]1[CH2:35][CH2:34][C@H:33]([OH:36])[CH2:32]1.CCN(C(C)C)C(C)C. (8) Given the product [C:5]1([O:4][C:2]([NH:11][C:12]2[CH:20]=[C:19]3[C:15]([CH:16]=[CH:17][N:18]3[CH2:21][C:22]3[C:27]([Cl:28])=[CH:26][CH:25]=[CH:24][C:23]=3[Cl:29])=[CH:14][CH:13]=2)=[O:3])[CH:10]=[CH:9][CH:8]=[CH:7][CH:6]=1, predict the reactants needed to synthesize it. The reactants are: Cl[C:2]([O:4][C:5]1[CH:10]=[CH:9][CH:8]=[CH:7][CH:6]=1)=[O:3].[NH2:11][C:12]1[CH:20]=[C:19]2[C:15]([CH:16]=[CH:17][N:18]2[CH2:21][C:22]2[C:27]([Cl:28])=[CH:26][CH:25]=[CH:24][C:23]=2[Cl:29])=[CH:14][CH:13]=1.CN(C)C1C=CC=CC=1.